Dataset: Full USPTO retrosynthesis dataset with 1.9M reactions from patents (1976-2016). Task: Predict the reactants needed to synthesize the given product. (1) Given the product [CH2:36]([N:21]([CH2:19][CH3:20])[CH2:22][CH2:23][NH:24][C:25]([C:27]1[C:31]([CH3:32])=[C:30]([CH:33]=[C:11]2[C:10]3[C:14](=[CH:15][CH:16]=[CH:17][C:9]=3[C:5]3[CH:6]=[CH:7][CH:8]=[C:3]([O:2][CH3:1])[CH:4]=3)[NH:13][C:12]2=[O:18])[NH:29][C:28]=1[CH3:35])=[O:26])[CH3:37], predict the reactants needed to synthesize it. The reactants are: [CH3:1][O:2][C:3]1[CH:4]=[C:5]([C:9]2[CH:17]=[CH:16][CH:15]=[C:14]3[C:10]=2[CH2:11][C:12](=[O:18])[NH:13]3)[CH:6]=[CH:7][CH:8]=1.[CH2:19]([N:21]([CH2:36][CH3:37])[CH2:22][CH2:23][NH:24][C:25]([C:27]1[C:31]([CH3:32])=[C:30]([CH:33]=O)[NH:29][C:28]=1[CH3:35])=[O:26])[CH3:20]. (2) Given the product [F:25][C:26]1[CH:27]=[C:28]([C:2]2[N:7]3[N:8]=[C:9]([CH3:11])[CH:10]=[C:6]3[N:5]=[C:4]([NH:12][C:13](=[O:24])[C:14]3[CH:19]=[CH:18][C:17]([C:20]([OH:23])([CH3:22])[CH3:21])=[CH:16][CH:15]=3)[CH:3]=2)[CH:29]=[CH:30][C:31]=1[O:32][CH3:33], predict the reactants needed to synthesize it. The reactants are: Cl[C:2]1[N:7]2[N:8]=[C:9]([CH3:11])[CH:10]=[C:6]2[N:5]=[C:4]([NH:12][C:13](=[O:24])[C:14]2[CH:19]=[CH:18][C:17]([C:20]([OH:23])([CH3:22])[CH3:21])=[CH:16][CH:15]=2)[CH:3]=1.[F:25][C:26]1[CH:27]=[C:28](B(O)O)[CH:29]=[CH:30][C:31]=1[O:32][CH3:33].O1CCOCC1. (3) Given the product [CH2:1]([O:3][C:4]([C:6]1([C:9]2[CH:10]=[CH:11][C:12]([C:15]3[CH:20]=[CH:19][C:18]([C:21]4[S:22][C:23]([Cl:32])=[CH:24][C:25]=4[C:26](=[O:28])[NH2:27])=[CH:17][C:16]=3[N+:29]([O-:31])=[O:30])=[CH:13][CH:14]=2)[CH2:7][CH2:8]1)=[O:5])[CH3:2], predict the reactants needed to synthesize it. The reactants are: [CH2:1]([O:3][C:4]([C:6]1([C:9]2[CH:14]=[CH:13][C:12]([C:15]3[CH:20]=[CH:19][C:18]([C:21]4[S:22][CH:23]=[CH:24][C:25]=4[C:26](=[O:28])[NH2:27])=[CH:17][C:16]=3[N+:29]([O-:31])=[O:30])=[CH:11][CH:10]=2)[CH2:8][CH2:7]1)=[O:5])[CH3:2].[Cl:32]N1C(=O)CCC1=O.O. (4) Given the product [CH2:1]([O:8][C@@H:9]1[C@@H:17]([CH2:18][OH:19])[O:16][C@H:15]2[C@H:11]([N:12]=[C:13]([N:27]([CH3:29])[CH3:28])[S:14]2)[C@H:10]1[O:30][CH2:31][C:32]1[CH:33]=[CH:34][CH:35]=[CH:36][CH:37]=1)[C:2]1[CH:3]=[CH:4][CH:5]=[CH:6][CH:7]=1, predict the reactants needed to synthesize it. The reactants are: [CH2:1]([O:8][C@@H:9]1[C@@H:17]([CH2:18][O:19]CC2C=CC=CC=2)[O:16][C@H:15]2[C@H:11]([N:12]=[C:13]([N:27]([CH3:29])[CH3:28])[S:14]2)[C@H:10]1[O:30][CH2:31][C:32]1[CH:37]=[CH:36][CH:35]=[CH:34][CH:33]=1)[C:2]1[CH:7]=[CH:6][CH:5]=[CH:4][CH:3]=1.C([O-])([O-])=O.[K+].[K+]. (5) Given the product [N-:1]([S:2]([C:5]([F:8])([F:6])[F:7])(=[O:4])=[O:3])[S:9]([C:12]([F:15])([F:14])[F:13])(=[O:11])=[O:10].[CH2:18]([N+:25]1[CH:29]=[CH:28][N:27]([CH2:30][CH2:31][CH2:32][CH2:33][CH2:34][CH2:35][CH2:36][CH2:37][CH2:38][CH3:39])[CH:26]=1)[C:19]1[CH:20]=[CH:21][CH:22]=[CH:23][CH:24]=1, predict the reactants needed to synthesize it. The reactants are: [N-:1]([S:9]([C:12]([F:15])([F:14])[F:13])(=[O:11])=[O:10])[S:2]([C:5]([F:8])([F:7])[F:6])(=[O:4])=[O:3].[Li+].[Br-].[CH2:18]([N+:25]1[CH:29]=[CH:28][N:27]([CH2:30][CH2:31][CH2:32][CH2:33][CH2:34][CH2:35][CH2:36][CH2:37][CH2:38][CH3:39])[CH:26]=1)[C:19]1[CH:24]=[CH:23][CH:22]=[CH:21][CH:20]=1. (6) Given the product [F:19][C:5]1[C:6]([NH:8][C:9]2[CH:14]=[CH:13][C:12]([O:15][CH:16]([CH3:18])[CH3:17])=[CH:11][CH:10]=2)=[N:7][C:2]([NH:20][N:21]2[CH:25]=[CH:24][CH:23]=[CH:22]2)=[N:3][CH:4]=1, predict the reactants needed to synthesize it. The reactants are: Cl[C:2]1[N:7]=[C:6]([NH:8][C:9]2[CH:14]=[CH:13][C:12]([O:15][CH:16]([CH3:18])[CH3:17])=[CH:11][CH:10]=2)[C:5]([F:19])=[CH:4][N:3]=1.[NH2:20][N:21]1[CH:25]=[CH:24][CH:23]=[CH:22]1. (7) The reactants are: [NH2:1][C:2]1[C:7]2=[N:8][CH:9]=[C:10]([C@H:11]3[C@H:15]([OH:16])[C@H:14]([OH:17])[C@@H:13]([CH2:18][OH:19])[O:12]3)[N:6]2[N:5]=[CH:4][N:3]=1.N1C=CN=C1.Cl[Si:26]([CH:39]([CH3:41])[CH3:40])([CH:36]([CH3:38])[CH3:37])[O:27][Si:28](Cl)([CH:32]([CH3:34])[CH3:33])[CH:29]([CH3:31])[CH3:30]. Given the product [NH2:1][C:2]1[C:7]2=[N:8][CH:9]=[C:10]([C@@H:11]3[O:12][C@H:13]4[C@@H:14]([O:17][Si:26]([CH:36]([CH3:38])[CH3:37])([CH:39]([CH3:41])[CH3:40])[O:27][Si:28]([CH:32]([CH3:34])[CH3:33])([CH:29]([CH3:30])[CH3:31])[O:19][CH2:18]4)[C@H:15]3[OH:16])[N:6]2[N:5]=[CH:4][N:3]=1, predict the reactants needed to synthesize it.